Dataset: NCI-60 drug combinations with 297,098 pairs across 59 cell lines. Task: Regression. Given two drug SMILES strings and cell line genomic features, predict the synergy score measuring deviation from expected non-interaction effect. (1) Drug 1: CC12CCC3C(C1CCC2=O)CC(=C)C4=CC(=O)C=CC34C. Drug 2: C(CC(=O)O)C(=O)CN.Cl. Cell line: MOLT-4. Synergy scores: CSS=49.4, Synergy_ZIP=-5.62, Synergy_Bliss=-8.96, Synergy_Loewe=-24.9, Synergy_HSA=-8.91. (2) Drug 1: C1C(C(OC1N2C=NC3=C(N=C(N=C32)Cl)N)CO)O. Drug 2: CCCCCOC(=O)NC1=NC(=O)N(C=C1F)C2C(C(C(O2)C)O)O. Cell line: U251. Synergy scores: CSS=9.94, Synergy_ZIP=-5.05, Synergy_Bliss=0.0708, Synergy_Loewe=-16.9, Synergy_HSA=-0.158. (3) Drug 1: C(CCl)NC(=O)N(CCCl)N=O. Drug 2: CC1C(C(CC(O1)OC2CC(CC3=C2C(=C4C(=C3O)C(=O)C5=C(C4=O)C(=CC=C5)OC)O)(C(=O)CO)O)N)O.Cl. Cell line: SNB-19. Synergy scores: CSS=48.6, Synergy_ZIP=-5.03, Synergy_Bliss=-3.50, Synergy_Loewe=-0.240, Synergy_HSA=1.65. (4) Drug 1: C#CCC(CC1=CN=C2C(=N1)C(=NC(=N2)N)N)C3=CC=C(C=C3)C(=O)NC(CCC(=O)O)C(=O)O. Drug 2: COCCOC1=C(C=C2C(=C1)C(=NC=N2)NC3=CC=CC(=C3)C#C)OCCOC.Cl. Cell line: K-562. Synergy scores: CSS=-7.70, Synergy_ZIP=2.97, Synergy_Bliss=1.19, Synergy_Loewe=-6.02, Synergy_HSA=-6.30. (5) Drug 1: CC1C(C(=O)NC(C(=O)N2CCCC2C(=O)N(CC(=O)N(C(C(=O)O1)C(C)C)C)C)C(C)C)NC(=O)C3=C4C(=C(C=C3)C)OC5=C(C(=O)C(=C(C5=N4)C(=O)NC6C(OC(=O)C(N(C(=O)CN(C(=O)C7CCCN7C(=O)C(NC6=O)C(C)C)C)C)C(C)C)C)N)C. Drug 2: N.N.Cl[Pt+2]Cl. Cell line: OVCAR-5. Synergy scores: CSS=70.1, Synergy_ZIP=0.0826, Synergy_Bliss=-0.108, Synergy_Loewe=1.03, Synergy_HSA=5.71. (6) Drug 1: CC1CCC2CC(C(=CC=CC=CC(CC(C(=O)C(C(C(=CC(C(=O)CC(OC(=O)C3CCCCN3C(=O)C(=O)C1(O2)O)C(C)CC4CCC(C(C4)OC)OCCO)C)C)O)OC)C)C)C)OC. Drug 2: CS(=O)(=O)OCCCCOS(=O)(=O)C. Cell line: SF-295. Synergy scores: CSS=16.2, Synergy_ZIP=-9.23, Synergy_Bliss=-4.57, Synergy_Loewe=-27.9, Synergy_HSA=-3.50.